Task: Predict the reaction yield, written as a fraction of the theoretical maximum amount of product (1.0 means a 100% yield; for example, 0.34 means a 34% yield).. Dataset: Reaction yield outcomes from USPTO patents with 853,638 reactions (1) The reactants are [CH3:1][N:2]1[CH:7]=[C:6](B2OC(C)(C)C(C)(C)O2)[C:5]2[CH:17]=[CH:18][O:19][C:4]=2[C:3]1=[O:20].[CH:21]1([CH2:24][O:25][C:26]2[C:27](I)=[N:28][C:29]([S:32]([CH3:35])(=[O:34])=[O:33])=[CH:30][CH:31]=2)[CH2:23][CH2:22]1.[O-]P([O-])([O-])=O.[K+].[K+].[K+]. The catalyst is O1CCOCC1.C1C=CC(P(C2C=CC=CC=2)[C-]2C=CC=C2)=CC=1.C1C=CC(P(C2C=CC=CC=2)[C-]2C=CC=C2)=CC=1.Cl[Pd]Cl.[Fe+2]. The product is [CH:21]1([CH2:24][O:25][C:26]2[C:27]([C:6]3[C:5]4[CH:17]=[CH:18][O:19][C:4]=4[C:3](=[O:20])[N:2]([CH3:1])[CH:7]=3)=[N:28][C:29]([S:32]([CH3:35])(=[O:34])=[O:33])=[CH:30][CH:31]=2)[CH2:22][CH2:23]1. The yield is 0.520. (2) The reactants are N[C:2]1[CH:7]=[CH:6][C:5]([N:8]([C:13]2[C:32]([CH:33]3[CH2:35][CH2:34]3)=[CH:31][C:16]3[C:17]([C:27]([NH:29][CH3:30])=[O:28])=[C:18]([C:20]4[CH:25]=[CH:24][C:23]([F:26])=[CH:22][CH:21]=4)[O:19][C:15]=3[CH:14]=2)[S:9]([CH3:12])(=[O:11])=[O:10])=[CH:4][C:3]=1[Cl:36].[BrH:37].N([O-])=O.[Na+].S(=O)(O)[O-].[Na+]. The catalyst is O.CCOC(C)=O.CCCCCC.CCOC(C)=O.C(#N)C. The product is [Br:37][C:2]1[CH:7]=[CH:6][C:5]([N:8]([C:13]2[C:32]([CH:33]3[CH2:35][CH2:34]3)=[CH:31][C:16]3[C:17]([C:27]([NH:29][CH3:30])=[O:28])=[C:18]([C:20]4[CH:25]=[CH:24][C:23]([F:26])=[CH:22][CH:21]=4)[O:19][C:15]=3[CH:14]=2)[S:9]([CH3:12])(=[O:11])=[O:10])=[CH:4][C:3]=1[Cl:36]. The yield is 0.760. (3) The reactants are [NH2:1][C:2]1[C:3]([F:21])=[C:4]([C:9]([C:11]2[CH:12]=[C:13]3[C:18](=[CH:19][CH:20]=2)[N:17]=[CH:16][CH:15]=[N:14]3)=[O:10])[C:5]([F:8])=[CH:6][CH:7]=1.[F:22][C:23]1[CH:24]=[C:25]([CH:29]=[CH:30][CH:31]=1)[C:26](Cl)=[O:27]. The catalyst is C(Cl)Cl. The product is [F:21][C:3]1[C:4]([C:9]([C:11]2[CH:12]=[C:13]3[C:18](=[CH:19][CH:20]=2)[N:17]=[CH:16][CH:15]=[N:14]3)=[O:10])=[C:5]([F:8])[CH:6]=[CH:7][C:2]=1[NH:1][C:26](=[O:27])[C:25]1[CH:29]=[CH:30][CH:31]=[C:23]([F:22])[CH:24]=1. The yield is 0.450. (4) The reactants are [C:1]1([CH2:7][C:8]([NH:10][C:11]2[CH:16]=[CH:15][C:14]([C:17]3[N:21]4[CH:22]=[CH:23][CH:24]=[C:25]([C:26](O)=[O:27])[C:20]4=[N:19][N:18]=3)=[CH:13][CH:12]=2)=[O:9])[CH:6]=[CH:5][CH:4]=[CH:3][CH:2]=1.C(Cl)CCl.C1C=CC2N(O)N=NC=2C=1.Cl.[NH2:44][C@@H:45]([CH2:48][CH3:49])[CH2:46][OH:47].C(N(CC)CC)C. The catalyst is C(Cl)Cl.CN(C=O)C. The product is [OH:47][CH2:46][C@@H:45]([NH:44][C:26]([C:25]1[C:20]2[N:21]([C:17]([C:14]3[CH:15]=[CH:16][C:11]([NH:10][C:8](=[O:9])[CH2:7][C:1]4[CH:2]=[CH:3][CH:4]=[CH:5][CH:6]=4)=[CH:12][CH:13]=3)=[N:18][N:19]=2)[CH:22]=[CH:23][CH:24]=1)=[O:27])[CH2:48][CH3:49]. The yield is 0.500. (5) The reactants are [Br:1][C:2]1[N:6]2[CH2:7][CH2:8][NH:9][C:10](=[O:11])[C:5]2=[N:4][N:3]=1.C(=O)([O-])[O-].[Cs+].[Cs+].Br[CH2:19][C:20]1[CH:25]=[CH:24][CH:23]=[C:22]([C:26]([F:29])([F:28])[F:27])[C:21]=1[Cl:30]. The catalyst is CN(C=O)C. The product is [Br:1][C:2]1[N:6]2[CH2:7][CH2:8][N:9]([CH2:19][C:20]3[CH:25]=[CH:24][CH:23]=[C:22]([C:26]([F:27])([F:29])[F:28])[C:21]=3[Cl:30])[C:10](=[O:11])[C:5]2=[N:4][N:3]=1. The yield is 0.820. (6) The product is [CH3:1][O:2][C:3]1[CH:8]=[CH:7][C:6]([N:9]([CH3:16])[CH2:10][CH:15]2[CH2:14][CH2:1][O:2][CH2:3][CH2:4]2)=[CH:5][C:4]=1[NH2:17]. The reactants are [CH3:1][O:2][C:3]1[CH:8]=[CH:7][C:6]([N:9]([CH3:16])[CH:10]2[CH2:15][CH2:14]OCC2)=[CH:5][C:4]=1[N+:17]([O-])=O. The yield is 0.540. The catalyst is CO.[Pd].